Predict the reactants needed to synthesize the given product. From a dataset of Full USPTO retrosynthesis dataset with 1.9M reactions from patents (1976-2016). (1) Given the product [OH:14][C:15]1[CH:16]=[C:17]([CH:21]=[CH:22][CH:23]=1)[CH2:18][CH2:19][NH:20][C:4]1[C:5]2[CH:10]=[C:9]([CH3:11])[S:8][C:6]=2[N:7]=[C:2]([CH3:1])[N:3]=1, predict the reactants needed to synthesize it. The reactants are: [CH3:1][C:2]1[N:3]=[C:4](Cl)[C:5]2[CH:10]=[C:9]([CH3:11])[S:8][C:6]=2[N:7]=1.Cl.[OH:14][C:15]1[CH:16]=[C:17]([CH:21]=[CH:22][CH:23]=1)[CH2:18][CH2:19][NH2:20]. (2) Given the product [O:9]=[C:7]1[NH:8][C:3]([NH:13][C:14]2[CH:15]=[C:16]([CH:19]=[CH:20][CH:21]=2)[C:17]#[N:18])=[N:4][C:5]([CH2:10][CH2:11][CH3:12])=[CH:6]1, predict the reactants needed to synthesize it. The reactants are: CS[C:3]1[NH:8][C:7](=[O:9])[CH:6]=[C:5]([CH2:10][CH2:11][CH3:12])[N:4]=1.[NH2:13][C:14]1[CH:15]=[C:16]([CH:19]=[CH:20][CH:21]=1)[C:17]#[N:18]. (3) Given the product [Cl:20][C:18]1[CH:17]=[C:16]([CH3:21])[C:15]2[O:22][C:6](=[O:7])[NH:8][C:9]=2[CH:10]=1, predict the reactants needed to synthesize it. The reactants are: C1N=CN([C:6]([N:8]2C=N[CH:10]=[CH:9]2)=[O:7])C=1.NC1C=[C:18]([Cl:20])[CH:17]=[C:16]([CH3:21])[C:15]=1[OH:22]. (4) Given the product [CH2:1]([N:3]([CH2:4][CH2:5][CH2:6][CH2:7][NH:8][C:9](=[O:18])[O:10][CH2:11][C:12]1[CH:13]=[CH:14][CH:15]=[CH:16][CH:17]=1)[S:26]([CH3:25])(=[O:28])=[O:27])[CH3:2], predict the reactants needed to synthesize it. The reactants are: [CH2:1]([NH:3][CH2:4][CH2:5][CH2:6][CH2:7][NH:8][C:9](=[O:18])[O:10][CH2:11][C:12]1[CH:17]=[CH:16][CH:15]=[CH:14][CH:13]=1)[CH3:2].N1C=CC=CC=1.[CH3:25][S:26](Cl)(=[O:28])=[O:27]. (5) Given the product [F:26][C:27]1[CH:32]=[C:31]([CH3:33])[CH:30]=[CH:29][C:28]=1[C:9]1[N:13]2[C:14]3[N:22]=[C:21]([O:23][CH3:24])[CH:20]=[CH:19][C:15]=3[N:16]=[C:17]([CH3:18])[C:12]2=[C:11]([CH3:25])[N:10]=1, predict the reactants needed to synthesize it. The reactants are: ClC1C=C([C:9]2[N:13]3[C:14]4[N:22]=[C:21]([O:23][CH3:24])[CH:20]=[CH:19][C:15]=4[N:16]=[C:17]([CH3:18])[C:12]3=[C:11]([CH3:25])[N:10]=2)C=C(Cl)C=1.[F:26][C:27]1[CH:32]=[C:31]([CH3:33])[CH:30]=[CH:29][C:28]=1B(O)O.